Dataset: Peptide-MHC class I binding affinity with 185,985 pairs from IEDB/IMGT. Task: Regression. Given a peptide amino acid sequence and an MHC pseudo amino acid sequence, predict their binding affinity value. This is MHC class I binding data. (1) The peptide sequence is TAIANQAAI. The MHC is H-2-Db with pseudo-sequence H-2-Db. The binding affinity (normalized) is 0.900. (2) The peptide sequence is SREVISHRL. The MHC is HLA-B39:01 with pseudo-sequence HLA-B39:01. The binding affinity (normalized) is 0.695. (3) The peptide sequence is FLRGRAYGL. The MHC is HLA-B44:03 with pseudo-sequence HLA-B44:03. The binding affinity (normalized) is 0. (4) The peptide sequence is YVIKVSARM. The MHC is Patr-B0101 with pseudo-sequence Patr-B0101. The binding affinity (normalized) is 0. (5) The peptide sequence is CRAPRKKGC. The MHC is HLA-A68:01 with pseudo-sequence HLA-A68:01. The binding affinity (normalized) is 0. (6) The peptide sequence is EMWAQDAAM. The MHC is HLA-A03:01 with pseudo-sequence HLA-A03:01. The binding affinity (normalized) is 0. (7) The peptide sequence is SFQVAHLHA. The MHC is Patr-A0901 with pseudo-sequence Patr-A0901. The binding affinity (normalized) is 0.322. (8) The peptide sequence is AENGWGFYF. The binding affinity (normalized) is 0.0847. The MHC is HLA-A31:01 with pseudo-sequence HLA-A31:01. (9) The MHC is HLA-B40:02 with pseudo-sequence HLA-B40:02. The binding affinity (normalized) is 0.118. The peptide sequence is TELEPPCRF.